From a dataset of TAP: 5 developability metrics (CDR length, charge patches, hydrophobicity). Multi-output Regression. Predict 5 antibody developability metrics. (1) The antibody is ["['EVQLVESGGGLVKPGGSLKLSCAASGFKFSRYAMSWVRQAPGKRLEWVATISSGGSYIYYPDSVKGRFTISRDNVKNTLYLQMSSLRSEDTAMYYCARRDYDLDYFDSWGQGTLVTVSS'\\n 'DIQMTQSPSSLSASVGDRVTITCKASRDIRSYLTWYQQKPGKAPKTLIYYATSLADGVPSRFSGSGSGQDYSLTISSLESDDTATYYCLQHGESPFTLGSGTKLEIK']"]. Developability metrics: CDR_Length=46.0, PSH=130, PPC=0.283, PNC=0.831, SFvCSP=3.30. (2) The antibody is ["['QVQLKESGPGLVAPSQSLSITCTVSGFSLTDYGVRWIRQPPGKGLEWLGVIWGGGSTYYNSALKSRLSISKDNSKSQVFLKMNSLQTDDTAMYYCAKEKRRGYYYAMDYWGQGTSVTVSS'\\n 'ENVLTQSPAIMSASPGEKVTMTCRASSSVSSSYLHWYQQKSGASPKLWIYSTSNLASGVPARFSGSGSGTSYSLTISSVEAEDAATYYCQQYSGYPLTFGGGTKLEIK']"]. Developability metrics: CDR_Length=48.0, PSH=123, PPC=2.66, PNC=0, SFvCSP=12.0. (3) The antibody is ["['EVQVLESGGDLVQPGGSLRLSCAASGFTFSAYAMTWVRQAPGKGLEWVSAISGSGGSAYYADSVKGRFTISRDNSKNTVYLQMNSLRAEDTAVYYCAKDGAWKMSGLDVWGQGTTVIVSS'\\n 'DIQMTQSPASLSASVGDRVTITCRASQDISDYLAWYQQKPGKIPRLLIYTTSTLQSGVPSRFRGSGSGTDFTLTISSLQPEDVATYYCQKYDSAPLTFGGGTKVEIK']"]. Developability metrics: CDR_Length=47.0, PSH=161, PPC=0, PNC=0.344, SFvCSP=-1.00. (4) The antibody is ["['QVQLVESGGGLVKPGGSLRLSCAASGFTFSDYYMNWIRQAPGKGLEWVSYISSSGSIIYYADSVKGRFTISRDNAKNSLYLQMNSLRAEDTAVYYCAREGRIAARGMDVWGQGTTVTVSS'\\n 'DIQMTQSPSSLSASVGDRVSITCRPSQSFSRYINWYQQKPGKAPKLLIHAASSLVGGVPSRFSGSGSGTDFTLTISSLQPEDFATYYCQQTYSNPPITFGQGTRLEMK']"]. Developability metrics: CDR_Length=48.0, PSH=138, PPC=0.200, PNC=0.0368, SFvCSP=20.5.